Dataset: Reaction yield outcomes from USPTO patents with 853,638 reactions. Task: Predict the reaction yield, written as a fraction of the theoretical maximum amount of product (1.0 means a 100% yield; for example, 0.34 means a 34% yield). (1) The reactants are [CH3:1][CH:2]([CH3:17])[CH2:3][N:4]1[C:9](=[O:10])[CH2:8][C:7](=[O:11])[N:6]([CH2:12][CH:13]([CH3:15])[CH3:14])[C:5]1=[O:16].C(N(C(C)C)CC)(C)C.[N:27]([CH2:30][C:31]([O:33]CC)=[O:32])=[C:28]=[O:29]. The catalyst is ClCCl. The product is [OH:10][C:9]1[N:4]([CH2:3][CH:2]([CH3:17])[CH3:1])[C:5](=[O:16])[N:6]([CH2:12][CH:13]([CH3:15])[CH3:14])[C:7](=[O:11])[C:8]=1[C:28]([NH:27][CH2:30][C:31]([OH:33])=[O:32])=[O:29]. The yield is 0.670. (2) The reactants are [NH2:1][C:2]1[CH:15]=[CH:14][C:5]2[CH2:6][CH2:7][CH2:8][C:9](=[O:13])[N:10]([CH2:11][CH3:12])[C:4]=2[CH:3]=1.Cl[C:17]1[N:22]=[C:21]([NH:23][C:24]2[C:33]([CH3:34])=[CH:32][CH:31]=[CH:30][C:25]=2[C:26]([NH:28][CH3:29])=[O:27])[C:20]([Cl:35])=[CH:19][N:18]=1. The catalyst is C(O)(C)C. The product is [Cl:35][C:20]1[C:21]([NH:23][C:24]2[C:33]([CH3:34])=[CH:32][CH:31]=[CH:30][C:25]=2[C:26]([NH:28][CH3:29])=[O:27])=[N:22][C:17]([NH:1][C:2]2[CH:15]=[CH:14][C:5]3[CH2:6][CH2:7][CH2:8][C:9](=[O:13])[N:10]([CH2:11][CH3:12])[C:4]=3[CH:3]=2)=[N:18][CH:19]=1. The yield is 0.570. (3) The reactants are C([O:3][CH:4](OCC)[C:5]1[N:6]=[N:7][N:8]([CH2:10][Si:11]([CH3:14])([CH3:13])[CH3:12])[CH:9]=1)C.Cl.CCOCC. The catalyst is C1COCC1.O. The product is [CH3:14][Si:11]([CH2:10][N:8]1[CH:9]=[C:5]([CH:4]=[O:3])[N:6]=[N:7]1)([CH3:12])[CH3:13]. The yield is 0.910.